Dataset: Full USPTO retrosynthesis dataset with 1.9M reactions from patents (1976-2016). Task: Predict the reactants needed to synthesize the given product. (1) Given the product [Cl:1][C:2]1[N:10]=[CH:9][N:8]=[C:7]2[C:3]=1[N:4]=[CH:5][N:6]2[C@H:11]1[C@@H:15]2[O:16][C:17]([CH3:20])([CH3:19])[O:18][C@@H:14]2[C@@H:13]([CH2:21][CH2:22][S:23]([NH2:27])(=[O:25])=[O:24])[O:12]1, predict the reactants needed to synthesize it. The reactants are: [Cl:1][C:2]1[N:10]=[CH:9][N:8]=[C:7]2[C:3]=1[N:4]=[CH:5][N:6]2[C@H:11]1[C@@H:15]2[O:16][C:17]([CH3:20])([CH3:19])[O:18][C@@H:14]2[C@@H:13]([CH2:21][CH2:22][S:23](Cl)(=[O:25])=[O:24])[O:12]1.[NH3:27]. (2) Given the product [NH:20]1[CH2:19][CH:18]([CH2:17][S:14]([C:12]2[CH:11]=[CH:10][C:9]3[N:5]([CH2:4][CH:1]4[CH2:2][CH2:3]4)[C:6]([CH2:29][C:30]([CH3:33])([CH3:32])[CH3:31])=[N:7][C:8]=3[CH:13]=2)(=[O:16])=[O:15])[CH2:21]1, predict the reactants needed to synthesize it. The reactants are: [CH:1]1([CH2:4][N:5]2[C:9]3[CH:10]=[CH:11][C:12]([S:14]([CH2:17][CH:18]4[CH2:21][N:20](C(OC(C)(C)C)=O)[CH2:19]4)(=[O:16])=[O:15])=[CH:13][C:8]=3[N:7]=[C:6]2[CH2:29][C:30]([CH3:33])([CH3:32])[CH3:31])[CH2:3][CH2:2]1.Cl[Si](C)(C)C. (3) Given the product [CH3:1][CH2:2][CH2:3][CH2:4][CH2:5]/[CH:6]=[CH:7]\[CH2:8]/[CH:9]=[CH:10]\[CH2:11][CH2:12][CH2:13][CH2:14][CH2:15][CH2:16][CH2:17][C:18]([OH:20])=[O:19], predict the reactants needed to synthesize it. The reactants are: [CH3:1][CH2:2][CH2:3][CH2:4][CH2:5][CH:6]=[CH:7][CH2:8][CH:9]=[CH:10][CH2:11][CH:12]=[CH:13][CH2:14][CH2:15][CH2:16][CH2:17][C:18]([OH:20])=[O:19].C(O)(=O)CCCCCCCCCC=CCC=CCCCCC.CCCCCC=CCC=CCC=CCCCCCCC(O)=O.C(O)(=O)CCCC=CCC=CCC=CCC=CCCCCC.C(O)(=O)CCCCCCCCCCCC=CCC=CCCCCC.C(O)(=O)CCCCCC=CCC=CCC=CCC=CCCCCC.C(O)(=O)CCC=CCC=CCC=CCC=CCC=CCCCCC. (4) The reactants are: [CH3:1][N:2]1[CH:6]=[C:5]([C:7]2[CH:8]=[C:9]3[C:14](=[CH:15][N:16]=2)[NH:13][CH2:12][CH2:11][CH2:10]3)[CH:4]=[N:3]1.Br[C:18]1[C:22]2[CH2:23][N:24]([C:27](=[O:29])[CH3:28])[CH2:25][CH2:26][C:21]=2[N:20]([CH:30]2[CH2:35][CH2:34][O:33][CH2:32][CH2:31]2)[N:19]=1.C(O[Na])(C)(C)C. Given the product [CH3:1][N:2]1[CH:6]=[C:5]([C:7]2[CH:8]=[C:9]3[C:14](=[CH:15][N:16]=2)[N:13]([C:18]2[C:22]4[CH2:23][N:24]([C:27](=[O:29])[CH3:28])[CH2:25][CH2:26][C:21]=4[N:20]([CH:30]4[CH2:35][CH2:34][O:33][CH2:32][CH2:31]4)[N:19]=2)[CH2:12][CH2:11][CH2:10]3)[CH:4]=[N:3]1, predict the reactants needed to synthesize it. (5) The reactants are: Cl[S:2]([C:5]1[C:10]2[NH:11][C:12](=[O:14])[NH:13][C:9]=2[CH:8]=[C:7]([C:15]([OH:17])=[O:16])[CH:6]=1)(=O)=O.O1CCCC1.C1(P(C2C=CC=CC=2)C2C=CC=CC=2)C=CC=CC=1.[OH-].[Na+]. Given the product [SH:2][C:5]1[C:10]2[NH:11][C:12](=[O:14])[NH:13][C:9]=2[CH:8]=[C:7]([C:15]([OH:17])=[O:16])[CH:6]=1, predict the reactants needed to synthesize it. (6) Given the product [CH2:9]([O:8][C:7]1[C:6](=[O:11])[C:5](=[O:12])[C:4]=1[NH:13][C:14]1[C:22]2[NH:21][C:20](=[O:23])[NH:19][C:18]=2[CH:17]=[CH:16][CH:15]=1)[CH3:10], predict the reactants needed to synthesize it. The reactants are: C(O[C:4]1[C:5](=[O:12])[C:6](=[O:11])[C:7]=1[O:8][CH2:9][CH3:10])C.[NH2:13][C:14]1[C:22]2[NH:21][C:20](=[O:23])[NH:19][C:18]=2[CH:17]=[CH:16][CH:15]=1.